This data is from Catalyst prediction with 721,799 reactions and 888 catalyst types from USPTO. The task is: Predict which catalyst facilitates the given reaction. Reactant: Cl.[Cl:2][C:3]1[CH:14]=[C:13]2[C:6]([NH:7][CH:8]=[C:9]2[CH2:10][CH2:11][NH2:12])=[CH:5][CH:4]=1.C([O-])([O-])=O.[Na+].[Na+].Br[CH2:22][CH2:23][CH2:24][CH2:25][C:26]([O-])=[O:27]. Product: [Cl:2][C:3]1[CH:14]=[C:13]2[C:6](=[CH:5][CH:4]=1)[NH:7][CH:8]=[C:9]2[CH2:10][CH2:11][N:12]1[CH2:22][CH2:23][CH2:24][CH2:25][C:26]1=[O:27]. The catalyst class is: 141.